Dataset: Reaction yield outcomes from USPTO patents with 853,638 reactions. Task: Predict the reaction yield, written as a fraction of the theoretical maximum amount of product (1.0 means a 100% yield; for example, 0.34 means a 34% yield). (1) No catalyst specified. The reactants are [O:1]1[C:5]2[CH:6]=[CH:7][C:8]([C:10]3[C:11]4[C:25](=[O:26])[O:24][C:23](=O)[C:12]=4[CH:13]=[C:14]4[C:22]=3[C:18]3[O:19][CH2:20][O:21][C:17]=3[CH:16]=[CH:15]4)=[CH:9][C:4]=2[O:3][CH2:2]1.O.[NH2:29][NH2:30].[C:31]([OH:34])(=O)[CH3:32]. The yield is 0.860. The product is [O:21]1[C:17]2[CH:16]=[CH:15][C:14]([C:13]3[C:9]4[C:8](=[CH:7][CH:6]=[C:5]5[O:1][CH2:2][O:3][C:4]5=4)[CH:10]=[C:11]4[C:25](=[O:26])[N:29]([NH:30][C:31](=[O:34])[CH3:32])[C:23](=[O:24])[C:12]=34)=[CH:22][C:18]=2[O:19][CH2:20]1. (2) The reactants are Cl[C:2]1[N:7]=[C:6]([O:8][C:9]2[CH:14]=[CH:13][C:12]([N+:15]([O-:17])=[O:16])=[CH:11][C:10]=2[F:18])[CH:5]=[CH:4][N:3]=1.[CH3:19][O:20][C:21]1[CH:28]=[CH:27][C:24]([CH2:25][NH2:26])=[CH:23][CH:22]=1.C([O-])([O-])=O.[K+].[K+].CN(C=O)C. The catalyst is O.C(Cl)Cl. The product is [CH3:19][O:20][C:21]1[CH:28]=[CH:27][C:24]([CH2:25][NH:26][C:2]2[N:7]=[C:6]([O:8][C:9]3[CH:14]=[CH:13][C:12]([N+:15]([O-:17])=[O:16])=[CH:11][C:10]=3[F:18])[CH:5]=[CH:4][N:3]=2)=[CH:23][CH:22]=1. The yield is 0.290. (3) The reactants are [CH3:1][O:2][CH2:3][CH2:4][O:5][C:6]1[CH:14]=[C:13]2[C:9]([C:10]([C:19](=O)[C:20]3[CH:25]=[CH:24][CH:23]=[C:22]([N+:26]([O-:28])=[O:27])[C:21]=3[CH3:29])=[C:11]([C:15]([O:17]C)=O)[NH:12]2)=[CH:8][CH:7]=1.O.[NH2:32][NH2:33]. The catalyst is C(O)C. The product is [CH3:1][O:2][CH2:3][CH2:4][O:5][C:6]1[CH:7]=[CH:8][C:9]2[C:10]3[C:19]([C:20]4[CH:25]=[CH:24][CH:23]=[C:22]([N+:26]([O-:28])=[O:27])[C:21]=4[CH3:29])=[N:33][NH:32][C:15](=[O:17])[C:11]=3[NH:12][C:13]=2[CH:14]=1. The yield is 0.504. (4) The reactants are [F:1][C:2]([F:7])([F:6])[C:3]([OH:5])=[O:4].[CH2:8]([S:10]([N:13]1[CH2:18][CH2:17][CH:16]([C:19]2[C:27]3[C:22](=[C:23]([C:39]([NH2:41])=[O:40])[CH:24]=[C:25]([C:28]4[CH:29]=[N:30][N:31]([CH2:33][CH2:34][NH:35][CH2:36][CH2:37]O)[CH:32]=4)[CH:26]=3)[NH:21][CH:20]=2)[CH2:15][CH2:14]1)(=[O:12])=[O:11])[CH3:9].[CH3:42]C(N)C.NCCO. No catalyst specified. The product is [F:1][C:2]([F:7])([F:6])[C:3]([OH:5])=[O:4].[CH2:8]([S:10]([N:13]1[CH2:18][CH2:17][CH:16]([C:19]2[C:27]3[C:22](=[C:23]([C:39]([NH2:41])=[O:40])[CH:24]=[C:25]([C:28]4[CH:29]=[N:30][N:31]([CH2:33][CH2:34][NH:35][CH:36]([CH3:42])[CH3:37])[CH:32]=4)[CH:26]=3)[NH:21][CH:20]=2)[CH2:15][CH2:14]1)(=[O:11])=[O:12])[CH3:9]. The yield is 0.350. (5) The catalyst is CN(C=O)C. The reactants are C([O:4][C@H:5]1[O:22][C@H:21]([CH2:23][O:24][C:25](=[O:27])[CH3:26])[C@@H:16]([O:17][C:18](=[O:20])[CH3:19])[C@H:11]([O:12][C:13](=[O:15])[CH3:14])[C@H:6]1[O:7][C:8](=[O:10])[CH3:9])(=O)C.C(O)(=O)C.NN. The product is [C:8]([O:7][C@@H:6]1[C@@H:11]([O:12][C:13](=[O:15])[CH3:14])[C@H:16]([O:17][C:18](=[O:20])[CH3:19])[C@@H:21]([CH2:23][O:24][C:25](=[O:27])[CH3:26])[O:22][C@@H:5]1[OH:4])(=[O:10])[CH3:9]. The yield is 0.870. (6) The reactants are [C:1]([C:5]1[CH:10]=[CH:9][C:8]([C:11]2[C:20]([O:21][CH2:22][C:23]#[N:24])=[CH:19][CH:18]=[C:17]3[C:12]=2[CH:13]=[CH:14][C:15]([CH2:25][NH:26][C:27]([C:29]2[C:33]4[CH:34]=[CH:35][CH:36]=[CH:37][C:32]=4[O:31][C:30]=2[CH2:38][CH2:39][CH2:40][CH3:41])=[O:28])=[CH:16]3)=[CH:7][CH:6]=1)([CH3:4])([CH3:3])[CH3:2].[N-:42]=[N+:43]=[N-:44].[Na+].[Cl-].[NH4+].[OH-].[Na+]. The catalyst is CN(C=O)C.O. The product is [C:1]([C:5]1[CH:6]=[CH:7][C:8]([C:11]2[C:20]([O:21][CH2:22][C:23]3[NH:44][N:43]=[N:42][N:24]=3)=[CH:19][CH:18]=[C:17]3[C:12]=2[CH:13]=[CH:14][C:15]([CH2:25][NH:26][C:27]([C:29]2[C:33]4[CH:34]=[CH:35][CH:36]=[CH:37][C:32]=4[O:31][C:30]=2[CH2:38][CH2:39][CH2:40][CH3:41])=[O:28])=[CH:16]3)=[CH:9][CH:10]=1)([CH3:4])([CH3:3])[CH3:2]. The yield is 0.840. (7) The reactants are [NH2:1][C:2]1[CH:7]=[CH:6][C:5]([C:8]2[N:13]=[C:12]([N:14]3[CH2:19][CH2:18][O:17][CH2:16][CH2:15]3)[N:11]=[C:10]([C:20]3[CH:25]=[CH:24][C:23]([NH:26][C:27]([NH:29][CH3:30])=[O:28])=[CH:22][CH:21]=3)[N:9]=2)=[CH:4][CH:3]=1.[N:31]1[CH:36]=[CH:35][C:34]([NH:37][C:38](=[O:46])OC2C=CC=CC=2)=[CH:33][CH:32]=1. No catalyst specified. The product is [CH3:30][NH:29][C:27]([NH:26][C:23]1[CH:22]=[CH:21][C:20]([C:10]2[N:11]=[C:12]([N:14]3[CH2:15][CH2:16][O:17][CH2:18][CH2:19]3)[N:13]=[C:8]([C:5]3[CH:4]=[CH:3][C:2]([NH:1][C:38](=[O:46])[NH:37][C:34]4[CH:33]=[CH:32][N:31]=[CH:36][CH:35]=4)=[CH:7][CH:6]=3)[N:9]=2)=[CH:25][CH:24]=1)=[O:28]. The yield is 0.0390. (8) The reactants are C(N(CC)C(C)C)(C)C.[CH:10]1([CH2:13][N:14]2[C:26]3[CH2:25][CH2:24][CH:23]([CH:27]4[CH2:32][CH2:31][O:30][CH2:29][CH2:28]4)[CH2:22][C:21]=3[C:20]3[C:15]2=[CH:16][CH:17]=[C:18]([C:33]([OH:35])=O)[CH:19]=3)[CH2:12][CH2:11]1.Cl.[CH:37]1([NH:40][C:41](=[O:46])[CH2:42][NH:43][CH2:44][CH3:45])[CH2:39][CH2:38]1.CN(C(ON1N=NC2C=CC=NC1=2)=[N+](C)C)C.F[P-](F)(F)(F)(F)F. The catalyst is CN(C=O)C.O. The product is [CH:37]1([NH:40][C:41](=[O:46])[CH2:42][N:43]([CH2:44][CH3:45])[C:33]([C:18]2[CH:19]=[C:20]3[C:15](=[CH:16][CH:17]=2)[N:14]([CH2:13][CH:10]2[CH2:12][CH2:11]2)[C:26]2[CH2:25][CH2:24][CH:23]([CH:27]4[CH2:32][CH2:31][O:30][CH2:29][CH2:28]4)[CH2:22][C:21]3=2)=[O:35])[CH2:39][CH2:38]1. The yield is 0.830. (9) The reactants are [CH:1]([C:5]1[CH:10]=[CH:9][CH:8]=[CH:7][C:6]=1[NH:11][C:12]([NH:14]/[N:15]=[CH:16]/[C:17]1[CH:22]=[CH:21][C:20]([C:23]2[N:27]=[CH:26][N:25]([C:28]3[CH:33]=[CH:32][C:31]([O:34][C:35]([F:38])([F:37])[F:36])=[CH:30][CH:29]=3)[N:24]=2)=[CH:19][CH:18]=1)=[S:13])([CH2:3][CH3:4])[CH3:2].C(N(CC)CC)C.Br[CH2:47][C:48](=[O:53])[C:49]([F:52])([F:51])[F:50].O. The catalyst is CC(=O)CC. The product is [CH:1]([C:5]1[CH:10]=[CH:9][CH:8]=[CH:7][C:6]=1[N:11]1[C:48]([C:49]([F:52])([F:51])[F:50])([OH:53])[CH2:47][S:13]/[C:12]/1=[N:14]/[N:15]=[CH:16]\[C:17]1[CH:22]=[CH:21][C:20]([C:23]2[N:27]=[CH:26][N:25]([C:28]3[CH:29]=[CH:30][C:31]([O:34][C:35]([F:36])([F:37])[F:38])=[CH:32][CH:33]=3)[N:24]=2)=[CH:19][CH:18]=1)([CH2:3][CH3:4])[CH3:2]. The yield is 0.0700.